From a dataset of Catalyst prediction with 721,799 reactions and 888 catalyst types from USPTO. Predict which catalyst facilitates the given reaction. (1) Reactant: [C:1]([C:3]1[CH:4]=[C:5]([S:9]([NH:12][C:13]2[CH:14]=[CH:15][C:16]3[CH2:20][O:19][B:18]([OH:21])[C:17]=3[CH:22]=2)(=[O:11])=[O:10])[CH:6]=[CH:7][CH:8]=1)#[N:2].N. Product: [NH2:2][CH2:1][C:3]1[CH:4]=[C:5]([S:9]([NH:12][C:13]2[CH:14]=[CH:15][C:16]3[CH2:20][O:19][B:18]([OH:21])[C:17]=3[CH:22]=2)(=[O:10])=[O:11])[CH:6]=[CH:7][CH:8]=1. The catalyst class is: 94. (2) Reactant: [I-].[CH3:2][S+](C)(C)=O.[H-].[Na+].[Cl:9][C:10]1[CH:11]=[C:12]([C:19]([CH3:28])([CH3:27])[CH2:20][C:21](=[O:26])[C:22]([F:25])([F:24])[F:23])[C:13]2[O:17][CH2:16][CH2:15][C:14]=2[CH:18]=1. Product: [Cl:9][C:10]1[CH:11]=[C:12]([C:19]([CH3:28])([CH3:27])[CH2:20][C:21]2([C:22]([F:23])([F:24])[F:25])[CH2:2][O:26]2)[C:13]2[O:17][CH2:16][CH2:15][C:14]=2[CH:18]=1. The catalyst class is: 16. (3) Reactant: [Cl:1][C:2]1[CH:3]=[N:4][CH:5]=[C:6]([Cl:16])[C:7]=1[N:8]1[CH2:13][CH2:12][CH:11]([C:14]#[N:15])[CH2:10][CH2:9]1.[Li+].[CH3:18]C([N-]C(C)C)C.CI.O. Product: [Cl:1][C:2]1[CH:3]=[N:4][CH:5]=[C:6]([Cl:16])[C:7]=1[N:8]1[CH2:13][CH2:12][C:11]([CH3:18])([C:14]#[N:15])[CH2:10][CH2:9]1. The catalyst class is: 1. (4) Reactant: [Cl:1][C:2]1[CH:7]=[C:6]([C:8](=[NH:22])[NH:9][C:10](=[O:21])[C:11]2[C:16](F)=[CH:15][N:14]=[CH:13][C:12]=2[CH:18]2[CH2:20][CH2:19]2)[CH:5]=[CH:4][N:3]=1.C([O-])([O-])=O.[Cs+].[Cs+].CC(N(C)C)=O. Product: [Cl:1][C:2]1[CH:7]=[C:6]([C:8]2[N:9]=[C:10]([OH:21])[C:11]3[C:12]([CH:18]4[CH2:20][CH2:19]4)=[CH:13][N:14]=[CH:15][C:16]=3[N:22]=2)[CH:5]=[CH:4][N:3]=1. The catalyst class is: 15. (5) Reactant: [OH:1][C:2]1[CH:7]=[CH:6][C:5]([C:8]2[C:13]([C:14]#[N:15])=[C:12]([SH:16])[N:11]=[C:10]([O:17][CH3:18])[C:9]=2[C:19]#[N:20])=[CH:4][CH:3]=1.Cl[CH2:22][C:23]1[N:24]=[C:25]([C:28]2[CH:33]=[CH:32][C:31]([Cl:34])=[CH:30][CH:29]=2)[O:26][CH:27]=1.C(=O)(O)[O-].[Na+]. Product: [Cl:34][C:31]1[CH:30]=[CH:29][C:28]([C:25]2[O:26][CH:27]=[C:23]([CH2:22][S:16][C:12]3[C:13]([C:14]#[N:15])=[C:8]([C:5]4[CH:6]=[CH:7][C:2]([OH:1])=[CH:3][CH:4]=4)[C:9]([C:19]#[N:20])=[C:10]([O:17][CH3:18])[N:11]=3)[N:24]=2)=[CH:33][CH:32]=1. The catalyst class is: 3. (6) Product: [C:15]([O:23][CH2:24][CH3:25])(=[O:38])[CH3:14].[Cl-:1].[Na+:43].[OH2:21]. The catalyst class is: 6. Reactant: [Cl:1]C1C=C(NC2C3[C:14](=[C:15]([O:23][CH2:24][CH:25](O)CO)C=C([N+]([O-])=[O:21])C=3)N=CC=2C#N)C=CC=1F.O.O.Cl[Sn]Cl.C([OH:38])C.C(=O)([O-])[O-].[Na+:43].[Na+].